This data is from Cav3 T-type calcium channel HTS with 100,875 compounds. The task is: Binary Classification. Given a drug SMILES string, predict its activity (active/inactive) in a high-throughput screening assay against a specified biological target. (1) The compound is S1(=O)(=O)Cc2c(sc(C(=O)NC3C(CCCC3)C)c2)C1. The result is 0 (inactive). (2) The drug is s1c(C(=O)Nc2[nH]n3C(CC(N=c3n2)c2ccccc2)c2ccc(OC)cc2)ccc1. The result is 0 (inactive).